From a dataset of Forward reaction prediction with 1.9M reactions from USPTO patents (1976-2016). Predict the product of the given reaction. (1) Given the reactants [Cl:1][C:2]1[CH:7]=[CH:6][CH:5]=[C:4]([CH3:8])[C:3]=1[N:9]=[C:10]=[O:11].CC1C=CC=C(C)C=1N=C=O.[NH2:23][C:24]1[CH:32]=[C:31]([F:33])[C:30]([F:34])=[CH:29][C:25]=1[C:26]([OH:28])=O.NC1C(C(O)=O)=CC2C(C=1)=CC=CC=2.C([NH:66][C@H:67]([C:72]([OH:74])=[O:73])[C@H:68]([CH2:70][CH3:71])[CH3:69])(OCC1C2C(=CC=CC=2)C2C1=CC=CC=2)=O.N(C(OCC1C2C(=CC=CC=2)C2C1=CC=CC=2)=O)[C@H](C(O)=O)CC(=O)OC(C)(C)C, predict the reaction product. The product is: [Cl:1][C:2]1[CH:7]=[CH:6][CH:5]=[C:4]([CH3:8])[C:3]=1[NH:9][C:10]([NH:23][C:24]1[CH:32]=[C:31]([F:33])[C:30]([F:34])=[CH:29][C:25]=1[C:26]([NH:66][C@H:67]([C:72]([OH:74])=[O:73])[C@H:68]([CH2:70][CH3:71])[CH3:69])=[O:28])=[O:11]. (2) Given the reactants O[C:2]1[CH:11]=[C:10]2[C:5]([CH:6]=[CH:7][C:8](=[O:12])[O:9]2)=[C:4](C)[CH:3]=1.C(O)(=O)C#C.[CH2:28]1[CH2:33][CH2:32][CH:31](N=C=N[CH:28]2[CH2:33][CH2:32][CH2:31][CH2:30][CH2:29]2)[CH2:30][CH2:29]1.CC[C:36]1[C:45]2CN3C(=O)C4COC([C@](O)(CC)C=4C=C3[C:44]=2[N:43]=[C:42]2[C:37]=1C=C(O)C=C2)=O.COC1C=CC(/C=C\C2C=C(OC)C(OC)=C(OC)C=2)=CC=1O, predict the reaction product. The product is: [N:43]1([CH:6]=[CH:7][C:8]([O:9][C:10]2[CH:11]=[CH:2][C:3]([C:28]3[CH:29]=[CH:30][CH:31]=[CH:32][CH:33]=3)=[CH:4][CH:5]=2)=[O:12])[CH2:44][CH2:45][CH2:36][CH2:37][CH2:42]1. (3) Given the reactants [C:1]([OH:10])(=[O:9])[C:2]1[C:3](=[CH:5][CH:6]=[CH:7][CH:8]=1)[NH2:4].S(Cl)(Cl)=O.O, predict the reaction product. The product is: [NH2:4][C:3]1[CH:5]=[CH:6][CH:7]=[CH:8][C:2]=1[C:1]1[O:9][C:1](=[O:10])[C:2]2[CH:8]=[CH:7][CH:6]=[CH:5][C:3]=2[N:4]=1. (4) Given the reactants C[O:2][C:3]([CH:5]1[CH2:9][CH2:8][CH:7]([C:10]2[CH:15]=[CH:14][C:13]([F:16])=[CH:12][CH:11]=2)[N:6]1[S:17]([C:20]1[CH:25]=[CH:24][C:23]([CH3:26])=[CH:22][CH:21]=1)(=[O:19])=[O:18])=O.[H-].[Al+3].[Li+].[H-].[H-].[H-].C(OCC)C.CCCCCC, predict the reaction product. The product is: [F:16][C:13]1[CH:12]=[CH:11][C:10]([CH:7]2[N:6]([S:17]([C:20]3[CH:21]=[CH:22][C:23]([CH3:26])=[CH:24][CH:25]=3)(=[O:19])=[O:18])[CH:5]([CH2:3][OH:2])[CH2:9][CH2:8]2)=[CH:15][CH:14]=1.